From a dataset of Catalyst prediction with 721,799 reactions and 888 catalyst types from USPTO. Predict which catalyst facilitates the given reaction. (1) Reactant: [C:1]([O:5][C:6]([NH:8][C@@H:9]([C:13]1[CH:18]=[CH:17][CH:16]=[CH:15][CH:14]=1)[C:10](O)=[O:11])=[O:7])([CH3:4])([CH3:3])[CH3:2].[OH-].[NH4+].C1C=CC2N(O)N=[N:27]C=2C=1.CCN=C=NCCCN(C)C. Product: [NH2:27][C:10](=[O:11])[C@@H:9]([NH:8][C:6](=[O:7])[O:5][C:1]([CH3:4])([CH3:3])[CH3:2])[C:13]1[CH:18]=[CH:17][CH:16]=[CH:15][CH:14]=1. The catalyst class is: 3. (2) Reactant: [C:1]1([CH3:14])[CH:6]=[CH:5][C:4]([O:7][CH:8]2[CH2:13][CH2:12][NH:11][CH2:10][CH2:9]2)=[CH:3][CH:2]=1.[Br:15][C:16]1[CH:24]=[CH:23][C:19]([C:20](O)=[O:21])=[CH:18][N:17]=1.O.[Cl-].COC1N=C(OC)N=C([N+]2(C)CCOCC2)N=1.C(Cl)(Cl)Cl. Product: [Br:15][C:16]1[N:17]=[CH:18][C:19]([C:20]([N:11]2[CH2:12][CH2:13][CH:8]([O:7][C:4]3[CH:3]=[CH:2][C:1]([CH3:14])=[CH:6][CH:5]=3)[CH2:9][CH2:10]2)=[O:21])=[CH:23][CH:24]=1. The catalyst class is: 5. (3) Product: [ClH:32].[O:1]=[S:2]1(=[O:22])[CH:7]([CH2:8][CH2:9][CH2:10][NH:36][CH3:34])[CH2:6][C:5]2[CH:12]=[CH:13][CH:14]=[CH:15][C:4]=2[N:3]1[C:16]1[CH:21]=[CH:20][CH:19]=[CH:18][CH:17]=1. The catalyst class is: 268. Reactant: [O:1]=[S:2]1(=[O:22])[CH:7]([CH2:8][CH2:9][CH2:10]O)[CH2:6][C:5]2[CH:12]=[CH:13][CH:14]=[CH:15][C:4]=2[N:3]1[C:16]1[CH:21]=[CH:20][CH:19]=[CH:18][CH:17]=1.C1(C)C=CC(S([Cl:32])(=O)=O)=CC=1.[CH2:34]([N:36](CC)CC)C.CN.Cl. (4) Reactant: [C:1]1([NH:7][C:8](=[O:21])[C:9]2[CH:14]=[CH:13][C:12]([N:15]3[CH2:20][CH2:19][NH:18][CH2:17][CH2:16]3)=[CH:11][CH:10]=2)[CH:6]=[CH:5][CH:4]=[CH:3][CH:2]=1.[C:22]([O-:25])([O-])=O.[K+].[K+].CN([CH:31]=[O:32])C. Product: [CH3:22][O:25][C:31](=[O:32])[CH:8]([C:9]1[CH:14]=[CH:13][CH:12]=[CH:11][CH:10]=1)[N:18]1[CH2:17][CH2:16][N:15]([C:12]2[CH:11]=[CH:10][C:9]([C:8](=[O:21])[NH:7][C:1]3[CH:2]=[CH:3][CH:4]=[CH:5][CH:6]=3)=[CH:14][CH:13]=2)[CH2:20][CH2:19]1. The catalyst class is: 6. (5) Reactant: [Cl:1][C:2]1[C:3]([CH2:10][NH2:11])=[N:4][C:5]([CH3:9])=[N:6][C:7]=1[CH3:8].[H-].[Na+].ClC1C(CNCC2C=CC(OC3C=CC4N(C([N+]([O-])=O)=CN=4)N=3)=CN=2)=NC(C)=NC=1C.Cl[CH2:46][C:47]1[CH:52]=[CH:51][C:50]([O:53][CH2:54][C:55]2[CH:60]=[CH:59][CH:58]=[CH:57][CH:56]=2)=[CH:49][N:48]=1. Product: [CH2:54]([O:53][C:50]1[CH:51]=[CH:52][C:47]([CH2:46][NH:11][CH2:10][C:3]2[C:2]([Cl:1])=[C:7]([CH3:8])[N:6]=[C:5]([CH3:9])[N:4]=2)=[N:48][CH:49]=1)[C:55]1[CH:56]=[CH:57][CH:58]=[CH:59][CH:60]=1. The catalyst class is: 264. (6) Product: [CH2:25]([NH:27][CH2:20][C:18]([CH2:17][NH:16][C:11]1[CH:12]=[CH:13][CH:14]=[C:15]2[C:10]=1[CH:9]=[N:8][N:7]2[C:1]1[CH:6]=[CH:5][CH:4]=[CH:3][CH:2]=1)([OH:19])[C:21]([F:24])([F:23])[F:22])[CH3:26]. Reactant: [C:1]1([N:7]2[C:15]3[CH:14]=[CH:13][CH:12]=[C:11]([NH:16][CH2:17][C:18]4([C:21]([F:24])([F:23])[F:22])[CH2:20][O:19]4)[C:10]=3[CH:9]=[N:8]2)[CH:6]=[CH:5][CH:4]=[CH:3][CH:2]=1.[CH2:25]([NH2:27])[CH3:26]. The catalyst class is: 7. (7) Reactant: Cl[C:2]1[N:7]=[C:6]([Cl:8])[N:5]=[CH:4][N:3]=1.CCN(C(C)C)C(C)C.[CH3:18][O:19][C:20]1[CH:25]=[CH:24][C:23]([NH2:26])=[CH:22][C:21]=1[O:27][CH2:28][CH2:29][O:30][CH3:31]. Product: [Cl:8][C:6]1[N:5]=[CH:4][N:3]=[C:2]([NH:26][C:23]2[CH:24]=[CH:25][C:20]([O:19][CH3:18])=[C:21]([O:27][CH2:28][CH2:29][O:30][CH3:31])[CH:22]=2)[N:7]=1. The catalyst class is: 31. (8) Reactant: [Cl:1][C:2]1[CH:3]=[C:4]([C:12]2[O:16][N:15]=[C:14]([C:17]3[CH:22]=[CH:21][C:20]([OH:23])=[CH:19][C:18]=3[CH2:24][CH3:25])[N:13]=2)[CH:5]=[CH:6][C:7]=1[O:8][CH:9]([CH3:11])[CH3:10].C(=O)([O-])[O-].[K+].[K+].Br[CH2:33][CH2:34][CH2:35][C:36]([O:38][CH2:39][CH3:40])=[O:37]. Product: [Cl:1][C:2]1[CH:3]=[C:4]([C:12]2[O:16][N:15]=[C:14]([C:17]3[CH:22]=[CH:21][C:20]([O:23][CH2:33][CH2:34][CH2:35][C:36]([O:38][CH2:39][CH3:40])=[O:37])=[CH:19][C:18]=3[CH2:24][CH3:25])[N:13]=2)[CH:5]=[CH:6][C:7]=1[O:8][CH:9]([CH3:10])[CH3:11]. The catalyst class is: 42. (9) Reactant: C(OC(=O)[NH:10][CH2:11][C:12]1[N:16]2[C:17](=[O:29])[C:18]3[NH:19][CH:20]=[N:21][C:22]=3[N:23]([CH2:24][CH2:25][CH2:26][CH2:27][CH3:28])[C:15]2=[N:14][N:13]=1)C1C=CC=CC=1.[ClH:31]. The catalyst class is: 19. Product: [ClH:31].[NH2:10][CH2:11][C:12]1[N:16]2[C:17](=[O:29])[C:18]3[NH:19][CH:20]=[N:21][C:22]=3[N:23]([CH2:24][CH2:25][CH2:26][CH2:27][CH3:28])[C:15]2=[N:14][N:13]=1. (10) Product: [CH3:1][O:2][CH2:3][CH2:4][CH2:5][CH2:6][N:7]1[C:15]2[CH2:14][CH2:13][CH2:12][CH2:11][C:10]=2[CH:9]=[C:8]1[C:16]([N:18]([CH2:40][CH:41]([CH3:43])[CH3:42])[C@H:19]1[CH2:24][C@@H:23]([C:25]([N:27]2[CH2:28][CH2:29][O:30][CH2:31][CH2:32]2)=[O:26])[CH2:22][NH:21][CH2:20]1)=[O:17]. The catalyst class is: 4. Reactant: [CH3:1][O:2][CH2:3][CH2:4][CH2:5][CH2:6][N:7]1[C:15]2[CH2:14][CH2:13][CH2:12][CH2:11][C:10]=2[CH:9]=[C:8]1[C:16]([N:18]([CH2:40][CH:41]([CH3:43])[CH3:42])[C@H:19]1[CH2:24][C@@H:23]([C:25]([N:27]2[CH2:32][CH2:31][O:30][CH2:29][CH2:28]2)=[O:26])[CH2:22][N:21](C(OC(C)(C)C)=O)[CH2:20]1)=[O:17].C(O)(C(F)(F)F)=O.